This data is from Forward reaction prediction with 1.9M reactions from USPTO patents (1976-2016). The task is: Predict the product of the given reaction. Given the reactants [CH2:1]([O:8][CH2:9][C@@H:10]([NH:14][C:15]1[CH:20]=[CH:19][C:18]([C:21]#[N:22])=[C:17](Br)[CH:16]=1)[C:11]([NH2:13])=[O:12])[C:2]1[CH:7]=[CH:6][CH:5]=[CH:4][CH:3]=1.Cl.[NH2:25][C:26]1[S:30][N:29]=[C:28]([CH3:31])[CH:27]=1.C1C=CC(P(C2C(C3C(P(C4C=CC=CC=4)C4C=CC=CC=4)=CC=C4C=3C=CC=C4)=C3C(C=CC=C3)=CC=2)C2C=CC=CC=2)=CC=1.C([O-])([O-])=O.[K+].[K+], predict the reaction product. The product is: [CH2:1]([O:8][CH2:9][C@@H:10]([NH:14][C:15]1[CH:20]=[CH:19][C:18]([C:21]#[N:22])=[C:17]([NH:25][C:26]2[S:30][N:29]=[C:28]([CH3:31])[CH:27]=2)[CH:16]=1)[C:11]([NH2:13])=[O:12])[C:2]1[CH:7]=[CH:6][CH:5]=[CH:4][CH:3]=1.